This data is from Reaction yield outcomes from USPTO patents with 853,638 reactions. The task is: Predict the reaction yield, written as a fraction of the theoretical maximum amount of product (1.0 means a 100% yield; for example, 0.34 means a 34% yield). The reactants are [NH:1]1[CH2:8][CH2:7]C[C@H:2]1[C:3](O)=[O:4].I[C:10]1[CH:15]=[CH:14][CH:13]=[CH:12][CH:11]=1.N1CCOCC1. The catalyst is [Cu]I.CS(C)=O. The product is [C:10]1([N:1]2[CH2:2][CH2:3][O:4][CH2:7][CH2:8]2)[CH:15]=[CH:14][CH:13]=[CH:12][CH:11]=1. The yield is 0.420.